This data is from Peptide-MHC class I binding affinity with 185,985 pairs from IEDB/IMGT. The task is: Regression. Given a peptide amino acid sequence and an MHC pseudo amino acid sequence, predict their binding affinity value. This is MHC class I binding data. (1) The peptide sequence is TPALAARGF. The MHC is HLA-B35:01 with pseudo-sequence HLA-B35:01. The binding affinity (normalized) is 0.677. (2) The peptide sequence is RPASAGAML. The MHC is HLA-B40:01 with pseudo-sequence HLA-B40:01. The binding affinity (normalized) is 0.0847. (3) The peptide sequence is ILSQVPFSV. The MHC is HLA-A02:01 with pseudo-sequence HLA-A02:01. The binding affinity (normalized) is 0.723. (4) The peptide sequence is GTFGPVHFR. The MHC is HLA-A03:01 with pseudo-sequence HLA-A03:01. The binding affinity (normalized) is 0.699. (5) The peptide sequence is GVIHTNHSDI. The MHC is HLA-A02:06 with pseudo-sequence HLA-A02:06. The binding affinity (normalized) is 0.353.